This data is from Forward reaction prediction with 1.9M reactions from USPTO patents (1976-2016). The task is: Predict the product of the given reaction. (1) Given the reactants [CH3:1][CH:2]1[CH2:6][CH2:5][CH2:4][N:3]1[C:7]1[N:12]=[C:11]([NH:13][C:14]2[C:15]3[N:16]([CH:30]=[CH:31][N:32]=3)[N:17]=[C:18]([C:20]3[CH:29]=[CH:28][C:23]([C:24]([O:26]C)=[O:25])=[CH:22][CH:21]=3)[CH:19]=2)[CH:10]=[CH:9][CH:8]=1.[OH-].[Na+], predict the reaction product. The product is: [CH3:1][CH:2]1[CH2:6][CH2:5][CH2:4][N:3]1[C:7]1[N:12]=[C:11]([NH:13][C:14]2[C:15]3[N:16]([CH:30]=[CH:31][N:32]=3)[N:17]=[C:18]([C:20]3[CH:29]=[CH:28][C:23]([C:24]([OH:26])=[O:25])=[CH:22][CH:21]=3)[CH:19]=2)[CH:10]=[CH:9][CH:8]=1. (2) Given the reactants [CH3:1][C:2]1[C:6]([C:7]2[CH:8]=[C:9]3[C:13](=[CH:14][CH:15]=2)[NH:12][C:11](=[O:16])[CH:10]3[C:17]2[CH:22]=[CH:21][CH:20]=[CH:19][CH:18]=2)=[C:5]([CH3:23])[O:4][N:3]=1.Br[CH2:25][C:26]([O:28][CH2:29][CH3:30])=[O:27].[I-].[K+].C(=O)([O-])[O-].[K+].[K+], predict the reaction product. The product is: [CH3:1][C:2]1[C:6]([C:7]2[CH:8]=[C:9]3[C:13](=[CH:14][CH:15]=2)[NH:12][C:11](=[O:16])[C:10]3([CH2:25][C:26]([O:28][CH2:29][CH3:30])=[O:27])[C:17]2[CH:18]=[CH:19][CH:20]=[CH:21][CH:22]=2)=[C:5]([CH3:23])[O:4][N:3]=1. (3) The product is: [CH2:1]([O:8][C:9]1[CH:14]=[CH:13][C:12]([N:15]([CH3:59])[C:16]([C:18]2[CH:19]=[C:20]([C:27]3[CH:28]=[C:29]4[C:34](=[CH:35][C:36]=3[C:37]([N:39]3[C@H:48]([CH2:49][N:50]5[CH2:55][CH2:54][O:53][CH2:52][CH2:51]5)[CH2:47][C:46]5[C:41](=[CH:42][CH:43]=[CH:44][CH:45]=5)[CH2:40]3)=[O:38])[CH2:33][N:32]([C:56]([O:73][C:69]3[CH:70]=[CH:71][CH:72]=[C:67]([CH3:66])[CH:68]=3)=[O:57])[CH2:31][CH2:30]4)[N:21]3[C:26]=2[CH2:25][CH2:24][CH2:23][CH2:22]3)=[O:17])=[CH:11][CH:10]=1)[C:2]1[CH:7]=[CH:6][CH:5]=[CH:4][CH:3]=1. Given the reactants [CH2:1]([O:8][C:9]1[CH:14]=[CH:13][C:12]([N:15]([CH3:59])[C:16]([C:18]2[CH:19]=[C:20]([C:27]3[CH:28]=[C:29]4[C:34](=[CH:35][C:36]=3[C:37]([N:39]3[C@H:48]([CH2:49][N:50]5[CH2:55][CH2:54][O:53][CH2:52][CH2:51]5)[CH2:47][C:46]5[C:41](=[CH:42][CH:43]=[CH:44][CH:45]=5)[CH2:40]3)=[O:38])[CH2:33][N:32]([C:56](Cl)=[O:57])[CH2:31][CH2:30]4)[N:21]3[C:26]=2[CH2:25][CH2:24][CH2:23][CH2:22]3)=[O:17])=[CH:11][CH:10]=1)[C:2]1[CH:7]=[CH:6][CH:5]=[CH:4][CH:3]=1.C(=O)([O-])[O-].[K+].[K+].[CH3:66][C:67]1[CH:68]=[C:69]([OH:73])[CH:70]=[CH:71][CH:72]=1, predict the reaction product.